This data is from Peptide-MHC class I binding affinity with 185,985 pairs from IEDB/IMGT. The task is: Regression. Given a peptide amino acid sequence and an MHC pseudo amino acid sequence, predict their binding affinity value. This is MHC class I binding data. (1) The peptide sequence is YVFPVIFSK. The MHC is Mamu-A2201 with pseudo-sequence Mamu-A2201. The binding affinity (normalized) is 0. (2) The peptide sequence is DAEACYIYK. The MHC is HLA-A33:01 with pseudo-sequence HLA-A33:01. The binding affinity (normalized) is 0.496. (3) The MHC is H-2-Kb with pseudo-sequence H-2-Kb. The binding affinity (normalized) is 0. The peptide sequence is LLQEMVEYV.